Dataset: Forward reaction prediction with 1.9M reactions from USPTO patents (1976-2016). Task: Predict the product of the given reaction. (1) Given the reactants [OH-].[Na+].[NH2:3][C:4]1[N:5]=[C:6]([C:26]2[CH:31]=[CH:30][CH:29]=[CH:28][CH:27]=2)[C:7]([C:16]2[CH:17]=[CH:18][C:19](=[O:25])[N:20]([CH:22]([CH3:24])[CH3:23])[N:21]=2)=[N:8][C:9]=1[C:10]#[C:11][Si](C)(C)C.Cl, predict the reaction product. The product is: [NH2:3][C:4]1[N:5]=[C:6]([C:26]2[CH:27]=[CH:28][CH:29]=[CH:30][CH:31]=2)[C:7]([C:16]2[CH:17]=[CH:18][C:19](=[O:25])[N:20]([CH:22]([CH3:24])[CH3:23])[N:21]=2)=[N:8][C:9]=1[C:10]#[CH:11]. (2) Given the reactants [H-].[Na+].[C:3]([O:10][CH3:11])(=[O:9])[CH2:4][C:5](OC)=[O:6].[Br:12][C:13]1[CH:14]=[CH:15][C:16]2[C:21](=O)[O:20][C:19](=O)[N:18](C)[C:17]=2[CH:25]=1.O, predict the reaction product. The product is: [Br:12][C:13]1[CH:25]=[C:17]2[C:16]([C:21]([OH:20])=[C:4]([C:3]([O:10][CH3:11])=[O:9])[C:5](=[O:6])[N:18]2[CH3:19])=[CH:15][CH:14]=1. (3) Given the reactants C1(P(C2C=CC=CC=2)C2C=CC=CC=2)C=CC=CC=1.[Br:20][C:21]1[C:22]([NH:41][S:42]([CH3:45])(=[O:44])=[O:43])=[CH:23][C:24]2[O:28][C:27]([C:29]3[CH:34]=[CH:33][C:32]([F:35])=[CH:31][CH:30]=3)=[C:26]([C:36]([NH:38][CH3:39])=[O:37])[C:25]=2[CH:40]=1.CCOC(/N=N/C(OCC)=O)=O.[O:58]1[CH2:63][CH2:62][N:61]([CH2:64][CH2:65]O)[CH2:60][CH2:59]1, predict the reaction product. The product is: [Br:20][C:21]1[C:22]([N:41]([CH2:65][CH2:64][N:61]2[CH2:62][CH2:63][O:58][CH2:59][CH2:60]2)[S:42]([CH3:45])(=[O:43])=[O:44])=[CH:23][C:24]2[O:28][C:27]([C:29]3[CH:30]=[CH:31][C:32]([F:35])=[CH:33][CH:34]=3)=[C:26]([C:36]([NH:38][CH3:39])=[O:37])[C:25]=2[CH:40]=1. (4) Given the reactants C(N(CC)CC)C.C(OC([N:15]([C:23]1[C:28]([C:29]#[CH:30])=[N:27][C:26]([N:31]2[CH2:36][CH2:35][N:34]([S:37]([CH2:40][CH3:41])(=[O:39])=[O:38])[CH2:33][CH2:32]2)=[CH:25][N:24]=1)C(=O)OC(C)(C)C)=O)(C)(C)C.[OH:42][N:43]=[C:44](Cl)[C:45]1[CH:50]=[CH:49][CH:48]=[CH:47][CH:46]=1.Cl.O1CCOCC1, predict the reaction product. The product is: [CH2:40]([S:37]([N:34]1[CH2:35][CH2:36][N:31]([C:26]2[N:27]=[C:28]([C:29]3[O:42][N:43]=[C:44]([C:45]4[CH:50]=[CH:49][CH:48]=[CH:47][CH:46]=4)[CH:30]=3)[C:23]([NH2:15])=[N:24][CH:25]=2)[CH2:32][CH2:33]1)(=[O:38])=[O:39])[CH3:41]. (5) Given the reactants C(OC(=O)[NH:7][C:8]1[CH2:9][O:10][CH2:11][C@:12]([C:16]2[CH:21]=[CH:20][CH:19]=[C:18]([NH:22][C:23]([C:25]3[CH:30]=[CH:29][C:28]([Br:31])=[CH:27][N:26]=3)=[O:24])[CH:17]=2)([CH2:14][F:15])[N:13]=1)(C)(C)C, predict the reaction product. The product is: [NH2:7][C:8]1[CH2:9][O:10][CH2:11][C@:12]([C:16]2[CH:17]=[C:18]([NH:22][C:23]([C:25]3[CH:30]=[CH:29][C:28]([Br:31])=[CH:27][N:26]=3)=[O:24])[CH:19]=[CH:20][CH:21]=2)([CH2:14][F:15])[N:13]=1. (6) Given the reactants [OH:1][C:2]1[CH:3]=[C:4]([NH:8][C:9](=[O:14])[C:10]([CH3:13])([CH3:12])[CH3:11])[CH:5]=[CH:6][CH:7]=1.[C:15]([O-])([O-])=O.[K+].[K+].CI.CCOC(C)=O, predict the reaction product. The product is: [CH3:15][O:1][C:2]1[CH:3]=[C:4]([NH:8][C:9](=[O:14])[C:10]([CH3:11])([CH3:13])[CH3:12])[CH:5]=[CH:6][CH:7]=1.